From a dataset of Forward reaction prediction with 1.9M reactions from USPTO patents (1976-2016). Predict the product of the given reaction. (1) Given the reactants [Cl:1][C:2]1[CH:7]=[CH:6][C:5]([C:8]([N:15]2[C:23]3[C:18](=[C:19]([NH:24][S:25]([CH3:28])(=[O:27])=[O:26])[CH:20]=[CH:21][CH:22]=3)[CH:17]=[CH:16]2)([CH2:13][CH3:14])[C:9]([O:11]C)=[O:10])=[CH:4][CH:3]=1.[Li+].[OH-].Cl, predict the reaction product. The product is: [Cl:1][C:2]1[CH:7]=[CH:6][C:5]([C:8]([N:15]2[C:23]3[C:18](=[C:19]([NH:24][S:25]([CH3:28])(=[O:26])=[O:27])[CH:20]=[CH:21][CH:22]=3)[CH:17]=[CH:16]2)([CH2:13][CH3:14])[C:9]([OH:11])=[O:10])=[CH:4][CH:3]=1. (2) Given the reactants [Br:1][C:2]1[N:7]=[C:6]([NH2:8])[CH:5]=[CH:4][CH:3]=1.CCN(CC)CC.[F:16][C:17]1([F:32])[O:21][C:20]2[CH:22]=[CH:23][C:24]([C:26]3([C:29](Cl)=[O:30])[CH2:28][CH2:27]3)=[CH:25][C:19]=2[O:18]1, predict the reaction product. The product is: [Br:1][C:2]1[N:7]=[C:6]([NH:8][C:29]([C:26]2([C:24]3[CH:23]=[CH:22][C:20]4[O:21][C:17]([F:32])([F:16])[O:18][C:19]=4[CH:25]=3)[CH2:28][CH2:27]2)=[O:30])[CH:5]=[CH:4][CH:3]=1. (3) The product is: [CH3:24][O:23][C:21]([CH2:20][C:2](=[O:27])[CH:3]([O:5][C:6]([C:8]1[CH:13]=[CH:12][C:11]([C:14]2[CH:19]=[CH:18][CH:17]=[CH:16][CH:15]=2)=[CH:10][CH:9]=1)=[O:7])[CH3:4])=[O:22]. Given the reactants N[C:2](=[CH:20][C:21]([O:23][CH3:24])=[O:22])[CH:3]([O:5][C:6]([C:8]1[CH:13]=[CH:12][C:11]([C:14]2[CH:19]=[CH:18][CH:17]=[CH:16][CH:15]=2)=[CH:10][CH:9]=1)=[O:7])[CH3:4].C([O-])(=[O:27])C.[NH4+], predict the reaction product. (4) The product is: [NH2:7][CH2:8][CH2:9][CH2:10][CH2:11][CH2:12][NH:13][C:14](=[O:42])[CH2:15][O:16][CH2:17][C:18]([NH:20][C@H:21]1[CH2:30][CH2:29][C@:28]2([OH:31])[C@@:23]34[C:38]5[C:33](=[CH:34][CH:35]=[C:36]([OH:40])[C:37]=5[O:39][C@@H:22]13)[CH2:32][CH:27]2[N:26]([CH3:41])[CH2:25][CH2:24]4)=[O:19]. Given the reactants C(OC(=O)[NH:7][CH2:8][CH2:9][CH2:10][CH2:11][CH2:12][NH:13][C:14](=[O:42])[CH2:15][O:16][CH2:17][C:18]([NH:20][C@H:21]1[CH2:30][CH2:29][C@:28]2([OH:31])[C@@:23]34[C:38]5[C:33](=[CH:34][CH:35]=[C:36]([OH:40])[C:37]=5[O:39][C@@H:22]13)[CH2:32][CH:27]2[N:26]([CH3:41])[CH2:25][CH2:24]4)=[O:19])(C)(C)C.FC(F)(F)C(O)=O, predict the reaction product. (5) Given the reactants Br[C:2]1[C:7]2[N:8]([CH3:23])[C:9]([C@@H:11]([NH:13][C:14]3[N:22]=[CH:21][N:20]=[C:19]4[C:15]=3[N:16]=[CH:17][NH:18]4)[CH3:12])=[N:10][C:6]=2[CH:5]=[CH:4][C:3]=1[F:24].[N:25]1[CH:30]=[CH:29][C:28](B(O)O)=[CH:27][CH:26]=1.C(=O)([O-])[O-].[Cs+].[Cs+], predict the reaction product. The product is: [F:24][C:3]1[CH:4]=[CH:5][C:6]2[N:10]=[C:9]([C@@H:11]([NH:13][C:14]3[N:22]=[CH:21][N:20]=[C:19]4[C:15]=3[N:16]=[CH:17][NH:18]4)[CH3:12])[N:8]([CH3:23])[C:7]=2[C:2]=1[C:28]1[CH:29]=[CH:30][N:25]=[CH:26][CH:27]=1. (6) The product is: [CH3:9][O:8][C:6]1[CH:7]=[C:2]([C:19]2[CH:18]=[N:17][CH:16]=[C:15]([CH:20]=2)[C:13]([O:12][CH2:10][CH3:11])=[O:14])[N:3]=[N:4][CH:5]=1. Given the reactants Cl[C:2]1[N:3]=[N:4][CH:5]=[C:6]([O:8][CH3:9])[CH:7]=1.[CH2:10]([O:12][C:13]([C:15]1[CH:16]=[N:17][CH:18]=[C:19](B2OC(C)(C)C(C)(C)O2)[CH:20]=1)=[O:14])[CH3:11].C([O-])([O-])=O.[K+].[K+], predict the reaction product. (7) Given the reactants Br[C:2]1[CH:7]=[CH:6][C:5](/[CH:8]=[CH:9]/[C:10]2[N:11]([CH2:25][CH3:26])[CH:12]=[C:13]([C:15]3[CH:24]=[CH:23][C:18]([C:19]([NH:21][CH3:22])=[O:20])=[CH:17][CH:16]=3)[N:14]=2)=[CH:4][CH:3]=1.[OH:27][C:28]1[CH:33]=[CH:32][C:31](B(O)O)=[CH:30][CH:29]=1, predict the reaction product. The product is: [CH2:25]([N:11]1[CH:12]=[C:13]([C:15]2[CH:24]=[CH:23][C:18]([C:19]([NH:21][CH3:22])=[O:20])=[CH:17][CH:16]=2)[N:14]=[C:10]1/[CH:9]=[CH:8]/[C:5]1[CH:6]=[CH:7][C:2]([C:31]2[CH:32]=[CH:33][C:28]([OH:27])=[CH:29][CH:30]=2)=[CH:3][CH:4]=1)[CH3:26]. (8) Given the reactants [NH2:1][C:2]1[CH:11]=[CH:10][CH:9]=[C:4]([C:5]([O:7][CH3:8])=[O:6])[C:3]=1[C:12]([O:14]C)=O.C(O)(=O)C.[CH:20](N)=[NH:21], predict the reaction product. The product is: [O:14]=[C:12]1[C:3]2[C:4]([C:5]([O:7][CH3:8])=[O:6])=[CH:9][CH:10]=[CH:11][C:2]=2[N:1]=[CH:20][NH:21]1. (9) The product is: [ClH:42].[CH2:1]([O:3][C:4](=[O:41])[CH2:5][N:6]1[CH2:11][CH2:10][N:9]([C:12]2[CH:17]=[C:16]([NH:18][CH2:19][CH2:20][C:21]3[CH:26]=[CH:25][C:24]([O:27][C:28]([F:31])([F:29])[F:30])=[CH:23][CH:22]=3)[N:15]=[C:14]([O:39][CH3:40])[N:13]=2)[CH2:8][CH2:7]1)[CH3:2]. Given the reactants [CH2:1]([O:3][C:4](=[O:41])[CH2:5][N:6]1[CH2:11][CH2:10][N:9]([C:12]2[CH:17]=[C:16]([N:18](C(OC(C)(C)C)=O)[CH2:19][CH2:20][C:21]3[CH:26]=[CH:25][C:24]([O:27][C:28]([F:31])([F:30])[F:29])=[CH:23][CH:22]=3)[N:15]=[C:14]([O:39][CH3:40])[N:13]=2)[CH2:8][CH2:7]1)[CH3:2].[ClH:42], predict the reaction product.